From a dataset of Reaction yield outcomes from USPTO patents with 853,638 reactions. Predict the reaction yield, written as a fraction of the theoretical maximum amount of product (1.0 means a 100% yield; for example, 0.34 means a 34% yield). (1) The reactants are [CH3:1][C:2]1[C:10]([N+:11]([O-])=O)=[CH:9][CH:8]=[CH:7][C:3]=1[C:4]([NH2:6])=[O:5]. The catalyst is C(O)C.O1CCCC1.[C].[Pd]. The product is [NH2:11][C:10]1[C:2]([CH3:1])=[C:3]([CH:7]=[CH:8][CH:9]=1)[C:4]([NH2:6])=[O:5]. The yield is 0.910. (2) The reactants are Br[C:2]1[N:3]=[C:4]([CH:22]2[CH2:24][CH2:23]2)[N:5]([CH2:14][O:15][CH2:16][CH2:17][Si:18]([CH3:21])([CH3:20])[CH3:19])[C:6]=1[C:7]1[CH:12]=[CH:11][N:10]=[C:9]([Cl:13])[N:8]=1.[F:25][C:26]1[C:32](B2OC(C)(C)C(C)(C)O2)=[CH:31][CH:30]=[CH:29][C:27]=1[NH2:28].C(=O)([O-])[O-].[Na+].[Na+].COCCOC. The catalyst is [NH4+].[Cl-].C1C=CC(P(C2C=CC=CC=2)[C-]2C=CC=C2)=CC=1.C1C=CC(P(C2C=CC=CC=2)[C-]2C=CC=C2)=CC=1.Cl[Pd]Cl.[Fe+2].C(Cl)Cl. The product is [Cl:13][C:9]1[N:8]=[C:7]([C:6]2[N:5]([CH2:14][O:15][CH2:16][CH2:17][Si:18]([CH3:21])([CH3:20])[CH3:19])[C:4]([CH:22]3[CH2:24][CH2:23]3)=[N:3][C:2]=2[C:32]2[C:26]([F:25])=[C:27]([CH:29]=[CH:30][CH:31]=2)[NH2:28])[CH:12]=[CH:11][N:10]=1. The yield is 0.380. (3) The reactants are Br[C:2]1[C:7]([F:8])=[C:6]([Cl:9])[CH:5]=[CH:4][C:3]=1[C:10](=[O:12])[CH3:11].[C:13]([O:17][C:18]([CH3:21])([CH3:20])[CH3:19])(=[O:16])[CH:14]=[CH2:15]. The catalyst is CN(C=O)C.CC([O-])=O.CC([O-])=O.[Pd+2]. The product is [C:10]([C:3]1[C:2](/[CH:15]=[CH:14]/[C:13]([O:17][C:18]([CH3:21])([CH3:20])[CH3:19])=[O:16])=[C:7]([F:8])[C:6]([Cl:9])=[CH:5][CH:4]=1)(=[O:12])[CH3:11]. The yield is 0.510. (4) The reactants are C(OC([NH:8][C:9]1[S:13][C:12]([C:14]2[C:19]([F:20])=[CH:18][CH:17]=[CH:16][C:15]=2[F:21])=[N:11][C:10]=1[C:22]([OH:24])=O)=O)(C)(C)C.[NH2:25][C:26]1[C:27]([N:35]2[CH2:40][C@H:39]([CH3:41])[C@:38]([OH:43])([CH3:42])[C@H:37]([NH:44]C(=O)OC(C)(C)C)[CH2:36]2)=[C:28]2[CH2:34][CH2:33][O:32][C:29]2=[N:30][CH:31]=1.CN(C(ON1N=NC2C=CC=NC1=2)=[N+](C)C)C.F[P-](F)(F)(F)(F)F.CCN(C(C)C)C(C)C. The catalyst is CN(C=O)C. The product is [NH2:8][C:9]1[S:13][C:12]([C:14]2[C:15]([F:21])=[CH:16][CH:17]=[CH:18][C:19]=2[F:20])=[N:11][C:10]=1[C:22]([NH:25][C:26]1[C:27]([N:35]2[CH2:40][C@H:39]([CH3:41])[C@:38]([OH:43])([CH3:42])[C@H:37]([NH2:44])[CH2:36]2)=[C:28]2[CH2:34][CH2:33][O:32][C:29]2=[N:30][CH:31]=1)=[O:24]. The yield is 0.340. (5) The reactants are N[C:2]1[CH:3]=[C:4]2[C:9](=[CH:10][CH:11]=1)[N:8]=[CH:7][N:6]=[C:5]2[NH:12][C:13]1[CH:18]=[CH:17][CH:16]=[C:15]([Br:19])[CH:14]=1.[CH3:20][CH2:21][N:22](CC)CC.ClCC[S:30](Cl)(=[O:32])=[O:31]. The catalyst is C1COCC1.CN(C1C=CN=CC=1)C.C([O-])(O)=O.[Na+]. The product is [Br:19][C:15]1[CH:14]=[C:13]([NH:12][C:5]2[C:4]3[C:9](=[CH:10][CH:11]=[C:2]([CH:20]=[CH:21][NH:22][SH:30](=[O:32])=[O:31])[CH:3]=3)[N:8]=[CH:7][N:6]=2)[CH:18]=[CH:17][CH:16]=1. The yield is 0.540. (6) The reactants are [C:1]([O:5][CH:6]([C:10]1[C:11]([CH:29]([CH3:31])[CH3:30])=[N:12][C:13]2[C:14]([CH3:28])([CH3:27])[CH2:15][NH:16][CH2:17][C:18]=2[C:19]=1[C:20]1[CH:25]=[CH:24][C:23]([F:26])=[CH:22][CH:21]=1)[C:7]([OH:9])=[O:8])([CH3:4])([CH3:3])[CH3:2].CCN(CC)CC.[NH:39]1[C:47]2[C:42](=[CH:43][CH:44]=[CH:45][CH:46]=2)[C:41]([C:48](=[O:52])[C:49](Cl)=[O:50])=[CH:40]1.CO. The catalyst is C(Cl)Cl. The product is [NH:39]1[C:47]2[C:42](=[CH:43][CH:44]=[CH:45][CH:46]=2)[C:41]([C:48](=[O:52])[C:49]([N:16]2[CH2:15][C:14]([CH3:28])([CH3:27])[C:13]3[N:12]=[C:11]([CH:29]([CH3:31])[CH3:30])[C:10]([CH:6]([O:5][C:1]([CH3:4])([CH3:3])[CH3:2])[C:7]([OH:9])=[O:8])=[C:19]([C:20]4[CH:21]=[CH:22][C:23]([F:26])=[CH:24][CH:25]=4)[C:18]=3[CH2:17]2)=[O:50])=[CH:40]1. The yield is 0.160. (7) The reactants are C(=O)([O-])[O-].[Cs+].[Cs+].[SH:7][C:8]1[CH:9]=[C:10]([CH2:14][C:15]([OH:17])=[O:16])[CH:11]=[CH:12][CH:13]=1.[Cl:18][C:19]([Cl:33])([Cl:32])[CH2:20][O:21][C:22](=[O:31])[C:23]1[CH:28]=[CH:27][CH:26]=[CH:25][C:24]=1[CH2:29]Br.O. The catalyst is CN(C=O)C. The product is [Cl:18][C:19]([Cl:32])([Cl:33])[CH2:20][O:21][C:22](=[O:31])[C:23]1[CH:28]=[CH:27][CH:26]=[CH:25][C:24]=1[CH2:29][S:7][C:8]1[CH:13]=[CH:12][CH:11]=[C:10]([CH2:14][C:15]([OH:17])=[O:16])[CH:9]=1. The yield is 1.00. (8) The reactants are CC1(C)C(C)(C)OB([C:9]2[CH2:14][CH2:13][CH:12]([CH2:15][C:16]([O:18][CH2:19][CH3:20])=[O:17])[CH2:11][CH:10]=2)O1.Br[C:23]1[CH:24]=[N:25][C:26]2[C:31]([CH:32]=1)=[CH:30][CH:29]=[CH:28][CH:27]=2.C(=O)([O-])[O-].[K+].[K+].N#N. The catalyst is O1CCOCC1.O.C1C=CC([P]([Pd]([P](C2C=CC=CC=2)(C2C=CC=CC=2)C2C=CC=CC=2)([P](C2C=CC=CC=2)(C2C=CC=CC=2)C2C=CC=CC=2)[P](C2C=CC=CC=2)(C2C=CC=CC=2)C2C=CC=CC=2)(C2C=CC=CC=2)C2C=CC=CC=2)=CC=1. The product is [N:25]1[C:26]2[C:31](=[CH:30][CH:29]=[CH:28][CH:27]=2)[CH:32]=[C:23]([C:9]2[CH2:14][CH2:13][CH:12]([CH2:15][C:16]([O:18][CH2:19][CH3:20])=[O:17])[CH2:11][CH:10]=2)[CH:24]=1. The yield is 0.960. (9) The reactants are C[O:2][C:3]([C:5]1[CH:30]=[CH:29][C:8]([C:9]([NH:11][C:12]2[CH:13]=[C:14]3[C:18](=[CH:19][CH:20]=2)[NH:17][N:16]=[C:15]3/[CH:21]=[CH:22]/[C:23]2[CH:24]=[N:25][CH:26]=[CH:27][CH:28]=2)=[O:10])=[CH:7][CH:6]=1)=[O:4].[OH-].[Na+].O. The catalyst is O1CCCC1.CO. The product is [C:3]([C:5]1[CH:6]=[CH:7][C:8]([C:9]([NH:11][C:12]2[CH:13]=[C:14]3[C:18](=[CH:19][CH:20]=2)[NH:17][N:16]=[C:15]3/[CH:21]=[CH:22]/[C:23]2[CH:24]=[N:25][CH:26]=[CH:27][CH:28]=2)=[O:10])=[CH:29][CH:30]=1)([OH:4])=[O:2]. The yield is 0.620.